Dataset: Forward reaction prediction with 1.9M reactions from USPTO patents (1976-2016). Task: Predict the product of the given reaction. (1) Given the reactants [Cl:1][C:2]1[CH:7]=[C:6]([CH2:8][CH2:9][CH:10]=CC)[N:5]=[C:4]([N:13]2[CH2:17][CH2:16][CH2:15][CH:14]2[C:18]2[O:22][N:21]=[C:20]([C:23]3[CH:28]=[CH:27][CH:26]=[CH:25][N:24]=3)[CH:19]=2)[N:3]=1.I([O-])(=O)(=O)=[O:30].[Na+].[BH4-].[Na+], predict the reaction product. The product is: [Cl:1][C:2]1[CH:7]=[C:6]([CH2:8][CH2:9][CH2:10][OH:30])[N:5]=[C:4]([N:13]2[CH2:17][CH2:16][CH2:15][CH:14]2[C:18]2[O:22][N:21]=[C:20]([C:23]3[CH:28]=[CH:27][CH:26]=[CH:25][N:24]=3)[CH:19]=2)[N:3]=1. (2) Given the reactants [F:1][C:2]([F:47])([F:46])[O:3][C:4]1[CH:45]=[CH:44][C:7]([CH2:8][NH:9][C:10]([C@H:12]2[CH2:17][N:16]([C:18]3[S:19][C:20]4[C:25](Cl)=[N:24][C:23]([CH:27]5[CH2:29][CH2:28]5)=[N:22][C:21]=4[N:30]=3)[CH2:15][CH2:14][N:13]2[S:31]([C:34]2[CH:39]=[CH:38][C:37]([C:40]([F:43])([F:42])[F:41])=[CH:36][CH:35]=2)(=[O:33])=[O:32])=[O:11])=[CH:6][CH:5]=1.C([O-])=O.[NH4+], predict the reaction product. The product is: [F:47][C:2]([F:1])([F:46])[O:3][C:4]1[CH:5]=[CH:6][C:7]([CH2:8][NH:9][C:10]([C@H:12]2[CH2:17][N:16]([C:18]3[S:19][C:20]4[CH:25]=[N:24][C:23]([CH:27]5[CH2:29][CH2:28]5)=[N:22][C:21]=4[N:30]=3)[CH2:15][CH2:14][N:13]2[S:31]([C:34]2[CH:39]=[CH:38][C:37]([C:40]([F:41])([F:42])[F:43])=[CH:36][CH:35]=2)(=[O:33])=[O:32])=[O:11])=[CH:44][CH:45]=1.